This data is from Full USPTO retrosynthesis dataset with 1.9M reactions from patents (1976-2016). The task is: Predict the reactants needed to synthesize the given product. (1) The reactants are: Br[C:2]1[CH:18]=[CH:17][C:5]([O:6][C:7]2[N:15]([CH3:16])[C:10]3=[N:11][CH:12]=[CH:13][CH:14]=[C:9]3[N:8]=2)=[C:4]([F:19])[CH:3]=1.[CH3:20][C:21]1([CH3:37])[C:25]([CH3:27])([CH3:26])[O:24][B:23]([B:23]2[O:24][C:25]([CH3:27])([CH3:26])[C:21]([CH3:37])([CH3:20])[O:22]2)[O:22]1.CC([O-])=O.[K+].CS(C)=O. Given the product [F:19][C:4]1[CH:3]=[C:2]([B:23]2[O:24][C:25]([CH3:27])([CH3:26])[C:21]([CH3:37])([CH3:20])[O:22]2)[CH:18]=[CH:17][C:5]=1[O:6][C:7]1[N:15]([CH3:16])[C:10]2=[N:11][CH:12]=[CH:13][CH:14]=[C:9]2[N:8]=1, predict the reactants needed to synthesize it. (2) The reactants are: C1(C)C=CC(S([O:10][CH2:11][C@@H:12]2[O:16][C:15](=[O:17])[CH2:14][CH2:13]2)(=O)=O)=CC=1.C(=O)([O-])[O-].[K+].[K+].[CH2:25]([C:27]([C:46]1[CH:51]=[CH:50][C:49](O)=[C:48]([CH3:53])[CH:47]=1)([C:30]1[CH:35]=[CH:34][C:33]([B:36]2[O:40][C:39]([CH3:42])([CH3:41])[C:38]([CH3:44])([CH3:43])[O:37]2)=[C:32]([CH3:45])[CH:31]=1)[CH2:28][CH3:29])[CH3:26].C(OCC)(=O)C. Given the product [CH2:25]([C:27]([C:46]1[CH:51]=[CH:50][C:49]([O:10][CH2:11][C@@H:12]2[O:16][C:15](=[O:17])[CH2:14][CH2:13]2)=[C:48]([CH3:53])[CH:47]=1)([C:30]1[CH:35]=[CH:34][C:33]([B:36]2[O:40][C:39]([CH3:41])([CH3:42])[C:38]([CH3:43])([CH3:44])[O:37]2)=[C:32]([CH3:45])[CH:31]=1)[CH2:28][CH3:29])[CH3:26], predict the reactants needed to synthesize it. (3) Given the product [O:1]1[CH2:6][CH2:5][N:4]([C:7]2[S:8][C:9]([C:16]([F:19])([F:17])[F:18])=[C:10]([CH2:12][OH:13])[N:11]=2)[CH2:3][CH2:2]1, predict the reactants needed to synthesize it. The reactants are: [O:1]1[CH2:6][CH2:5][N:4]([C:7]2[S:8][C:9]([C:16]([F:19])([F:18])[F:17])=[C:10]([C:12](OC)=[O:13])[N:11]=2)[CH2:3][CH2:2]1.CO.[BH4-].[Li+]. (4) Given the product [N:39]1[CH:38]=[CH:37][C:36]([C:34]2[N:35]=[C:31]([NH:30][C:26]([C:24]3[CH:23]=[CH:22][C:21]4[N:17]([CH2:16][CH2:15][O:14][CH2:13][O:12][CH2:11][CH2:10][CH2:9][NH2:8])[C:18]([CH3:29])=[N:19][C:20]=4[CH:25]=3)=[O:28])[S:32][CH:33]=2)=[CH:41][CH:40]=1, predict the reactants needed to synthesize it. The reactants are: C(OC([NH:8][CH2:9][CH2:10][CH2:11][O:12][CH2:13][O:14][CH2:15][CH2:16][N:17]1[C:21]2[CH:22]=[CH:23][C:24]([C:26]([OH:28])=O)=[CH:25][C:20]=2[N:19]=[C:18]1[CH3:29])=O)(C)(C)C.[NH2:30][C:31]1[S:32][CH:33]=[C:34]([C:36]2[CH:41]=[CH:40][N:39]=[CH:38][CH:37]=2)[N:35]=1. (5) Given the product [CH3:8][O:9][CH2:10][CH2:11][N:12]([CH2:28][C:29]1[CH:34]=[CH:33][C:32]([S:35][C:36]([CH3:45])([CH3:44])[C:37]([OH:39])=[O:38])=[CH:31][CH:30]=1)[CH2:13][C:14]1[N:15]=[C:16]([CH2:20][C:21]2[CH:26]=[CH:25][CH:24]=[C:23]([CH3:27])[CH:22]=2)[O:17][C:18]=1[CH3:19], predict the reactants needed to synthesize it. The reactants are: FC(F)(F)C(O)=O.[CH3:8][O:9][CH2:10][CH2:11][N:12]([CH2:28][C:29]1[CH:34]=[CH:33][C:32]([S:35][C:36]([CH3:45])([CH3:44])[C:37]([O:39]C(C)(C)C)=[O:38])=[CH:31][CH:30]=1)[CH2:13][C:14]1[N:15]=[C:16]([CH2:20][C:21]2[CH:26]=[CH:25][CH:24]=[C:23]([CH3:27])[CH:22]=2)[O:17][C:18]=1[CH3:19]. (6) Given the product [OH:42][C:39]1([CH2:38][CH2:37][O:1][C:2]2[CH:7]=[CH:6][C:5]([C:8]3[C:9]4[CH:16]=[C:15]([CH2:17][O:18][C:19]5[CH:24]=[CH:23][C:22]([C@@H:25]([C:32]#[C:33][CH3:34])[CH2:26][C:27]([O:29][CH2:30][CH3:31])=[O:28])=[CH:21][CH:20]=5)[CH:14]=[CH:13][C:10]=4[S:11][CH:12]=3)=[C:4]([CH3:35])[CH:3]=2)[CH2:41][CH2:40]1, predict the reactants needed to synthesize it. The reactants are: [OH:1][C:2]1[CH:7]=[CH:6][C:5]([C:8]2[C:9]3[CH:16]=[C:15]([CH2:17][O:18][C:19]4[CH:24]=[CH:23][C:22]([C@@H:25]([C:32]#[C:33][CH3:34])[CH2:26][C:27]([O:29][CH2:30][CH3:31])=[O:28])=[CH:21][CH:20]=4)[CH:14]=[CH:13][C:10]=3[S:11][CH:12]=2)=[C:4]([CH3:35])[CH:3]=1.O[CH2:37][CH2:38][C:39]1([OH:42])[CH2:41][CH2:40]1.C1C=CC(P(C2C=CC=CC=2)C2C=CC=CC=2)=CC=1.C1CCN(C(N=NC(N2CCCCC2)=O)=O)CC1. (7) Given the product [CH2:41]([O:40][C:38](=[O:39])[N:15]([CH2:14][CH2:13][CH2:12][N:11]1[C:10](=[O:36])[C:9]2[C:4](=[CH:5][CH:6]=[CH:7][CH:8]=2)[NH:3][C:2]1=[O:1])[CH2:16][CH2:17][CH2:18][CH2:19][N:20]([CH2:21][CH2:22][CH2:23][N:24]1[C:33](=[O:34])[C:32]2[C:27](=[CH:28][CH:29]=[CH:30][CH:31]=2)[NH:26][C:25]1=[O:35])[C:38]([O:40][CH2:41][CH3:42])=[O:39])[CH3:42], predict the reactants needed to synthesize it. The reactants are: [O:1]=[C:2]1[N:11]([CH2:12][CH2:13][CH2:14][NH:15][CH2:16][CH2:17][CH2:18][CH2:19][NH:20][CH2:21][CH2:22][CH2:23][N:24]2[C:33](=[O:34])[C:32]3[C:27](=[CH:28][CH:29]=[CH:30][CH:31]=3)[NH:26][C:25]2=[O:35])[C:10](=[O:36])[C:9]2[C:4](=[CH:5][CH:6]=[CH:7][CH:8]=2)[NH:3]1.Cl[C:38]([O:40][CH2:41][CH3:42])=[O:39]. (8) Given the product [N+:1]([C:4]1[CH:9]=[CH:8][C:7]([O:10][CH2:22][C:23]([OH:25])=[O:24])=[CH:6][C:5]=1[C:11]([F:12])([F:13])[F:14])([O-:3])=[O:2], predict the reactants needed to synthesize it. The reactants are: [N+:1]([C:4]1[CH:9]=[CH:8][C:7]([OH:10])=[CH:6][C:5]=1[C:11]([F:14])([F:13])[F:12])([O-:3])=[O:2].C(=O)([O-])[O-].[K+].[K+].Br[CH2:22][C:23]([O:25]CC)=[O:24]. (9) The reactants are: O1[C:5]2([CH2:10][CH2:9][CH:8]([CH:11]([NH:14][C:15]([N:17]([CH3:19])[CH3:18])=[O:16])[CH2:12][CH3:13])[CH2:7][CH2:6]2)[O:4]CC1.Cl. Given the product [CH3:19][N:17]([CH3:18])[C:15]([NH:14][CH:11]([CH:8]1[CH2:7][CH2:6][C:5](=[O:4])[CH2:10][CH2:9]1)[CH2:12][CH3:13])=[O:16], predict the reactants needed to synthesize it.